From a dataset of Catalyst prediction with 721,799 reactions and 888 catalyst types from USPTO. Predict which catalyst facilitates the given reaction. (1) Reactant: [F:1][C:2]1[CH:3]=[C:4]2[C:8](=[CH:9][CH:10]=1)[NH:7][CH:6]=[C:5]2[CH2:11][CH:12]1[CH2:27][N:16]2[CH2:17][CH2:18][N:19]([C:21]3[N:26]=[CH:25][CH:24]=[CH:23][N:22]=3)[CH2:20][CH:15]2[CH2:14][CH2:13]1.[H-].[Na+].[CH3:30]I. Product: [F:1][C:2]1[CH:3]=[C:4]2[C:8](=[CH:9][CH:10]=1)[N:7]([CH3:30])[CH:6]=[C:5]2[CH2:11][CH:12]1[CH2:27][N:16]2[CH2:17][CH2:18][N:19]([C:21]3[N:22]=[CH:23][CH:24]=[CH:25][N:26]=3)[CH2:20][CH:15]2[CH2:14][CH2:13]1. The catalyst class is: 3. (2) Reactant: [CH2:1]([O:8][CH2:9][CH2:10][CH2:11][C:12]1[CH:19]=[CH:18][C:15]([CH2:16]O)=[CH:14][CH:13]=1)[C:2]1[CH:7]=[CH:6][CH:5]=[CH:4][CH:3]=1.C1(P(C2C=CC=CC=2)C2C=CC=CC=2)C=CC=CC=1.C(Br)(Br)(Br)[Br:40]. Product: [Br:40][CH2:16][C:15]1[CH:18]=[CH:19][C:12]([CH2:11][CH2:10][CH2:9][O:8][CH2:1][C:2]2[CH:7]=[CH:6][CH:5]=[CH:4][CH:3]=2)=[CH:13][CH:14]=1. The catalyst class is: 4.